From a dataset of Full USPTO retrosynthesis dataset with 1.9M reactions from patents (1976-2016). Predict the reactants needed to synthesize the given product. (1) Given the product [CH2:1]([O:3][C:4]([C:6]1[N:7]([C:16]2[CH:21]=[CH:20][C:19]([O:22][CH:23]([CH3:24])[CH3:25])=[CH:18][CH:17]=2)[C:8]2[C:13]([CH:14]=1)=[CH:12][C:11]([O:15][C:37]1[CH:38]=[CH:39][C:34]([C:33]([F:44])([F:43])[F:32])=[CH:35][CH:36]=1)=[CH:10][CH:9]=2)=[O:5])[CH3:2], predict the reactants needed to synthesize it. The reactants are: [CH2:1]([O:3][C:4]([C:6]1(CC(OCC)=O)[CH2:14][C:13]2[C:8](=[CH:9][CH:10]=[C:11]([OH:15])[CH:12]=2)[N:7]1[C:16]1[CH:21]=[CH:20][C:19]([O:22][CH:23]([CH3:25])[CH3:24])=[CH:18][CH:17]=1)=[O:5])[CH3:2].[F:32][C:33]([F:44])([F:43])[C:34]1[CH:39]=[CH:38][C:37](B(O)O)=[CH:36][CH:35]=1. (2) Given the product [CH2:1]([NH:8][C:9]1[C:18]2[C:17]([C:19]3[CH:24]=[CH:23][CH:22]=[CH:21][CH:20]=3)=[N:16][CH:15]=[N:14][C:13]=2[N:12]([OH:25])[C:11](=[O:33])[CH:10]=1)[C:2]1[CH:7]=[CH:6][CH:5]=[CH:4][CH:3]=1, predict the reactants needed to synthesize it. The reactants are: [CH2:1]([NH:8][C:9]1[C:18]2[C:17]([C:19]3[CH:24]=[CH:23][CH:22]=[CH:21][CH:20]=3)=[N:16][CH:15]=[N:14][C:13]=2[N:12]([O:25]CC2C=CC=CC=2)[C:11](=[O:33])[CH:10]=1)[C:2]1[CH:7]=[CH:6][CH:5]=[CH:4][CH:3]=1.[H][H]. (3) Given the product [Br:10][C:11]1[CH:18]=[CH:17][C:14]([CH2:15][O:1][CH:2]2[CH2:7][CH2:6][O:5][CH2:4][CH2:3]2)=[CH:13][CH:12]=1, predict the reactants needed to synthesize it. The reactants are: [OH:1][CH:2]1[CH2:7][CH2:6][O:5][CH2:4][CH2:3]1.[H-].[Na+].[Br:10][C:11]1[CH:18]=[CH:17][C:14]([CH2:15]Br)=[CH:13][CH:12]=1.O. (4) Given the product [F:1][C:2]1[C:7]([C:12]2[CH:17]=[CH:16][N:15]=[C:14]([C:18]([F:21])([F:20])[F:19])[CH:13]=2)=[CH:6][CH:5]=[CH:4][N:3]=1, predict the reactants needed to synthesize it. The reactants are: [F:1][C:2]1[C:7](B(O)O)=[CH:6][CH:5]=[CH:4][N:3]=1.Br[C:12]1[CH:17]=[CH:16][N:15]=[C:14]([C:18]([F:21])([F:20])[F:19])[CH:13]=1.C(=O)([O-])[O-].[Na+].[Na+]. (5) Given the product [CH:29]1([CH:32]([O:28][C:19]2[CH:20]=[C:21]([CH3:27])[C:22]([N+:24]([O-:26])=[O:25])=[CH:23][C:18]=2[CH3:17])[CH3:33])[CH2:31][CH2:30]1, predict the reactants needed to synthesize it. The reactants are: N(C(OCCOC)=O)=NC(OCCOC)=O.[CH3:17][C:18]1[CH:23]=[C:22]([N+:24]([O-:26])=[O:25])[C:21]([CH3:27])=[CH:20][C:19]=1[OH:28].[CH:29]1([CH:32](O)[CH3:33])[CH2:31][CH2:30]1.C1(P(C2C=CC=CC=2)C2C=CC=CC=2)C=CC=CC=1.C(=O)(O)[O-].[Na+]. (6) Given the product [Br:26][C:16]1[S:15][C:14]([CH:2]([OH:1])[C@H:3]2[CH2:8][CH2:7][C@H:6]([C:9]([O:11][CH2:12][CH3:13])=[O:10])[CH2:5][CH2:4]2)=[N:18][CH:17]=1.[Br:26][C:16]1[S:15][C:14]([CH:2]([OH:1])[C@@H:3]2[CH2:8][CH2:7][C@H:6]([C:9]([O:11][CH2:12][CH3:13])=[O:10])[CH2:5][CH2:4]2)=[N:18][CH:17]=1, predict the reactants needed to synthesize it. The reactants are: [OH:1][CH:2]([C:14]1[S:15][CH:16]=[CH:17][N:18]=1)[CH:3]1[CH2:8][CH2:7][CH:6]([C:9]([O:11][CH2:12][CH3:13])=[O:10])[CH2:5][CH2:4]1.C1C(=O)N([Br:26])C(=O)C1. (7) Given the product [N:23]([C:2]1[C:7]([C:8]([O:10][CH2:11][CH3:12])=[O:9])=[CH:6][N:5]=[C:4]2[N:13]([C:17]3[CH:22]=[CH:21][CH:20]=[CH:19][N:18]=3)[N:14]=[C:15]([CH3:16])[C:3]=12)=[N+:24]=[N-:25], predict the reactants needed to synthesize it. The reactants are: Cl[C:2]1[C:7]([C:8]([O:10][CH2:11][CH3:12])=[O:9])=[CH:6][N:5]=[C:4]2[N:13]([C:17]3[CH:22]=[CH:21][CH:20]=[CH:19][N:18]=3)[N:14]=[C:15]([CH3:16])[C:3]=12.[N-:23]=[N+:24]=[N-:25].[Na+].O.[OH-].[Na+]. (8) Given the product [OH:4][CH:5]([CH2:17][CH2:18][S:19]([CH3:21])=[O:20])[C:6]([NH:8][CH2:9][CH2:10][CH2:11][CH2:12][CH2:13][CH2:14][CH2:15][CH3:16])=[O:7], predict the reactants needed to synthesize it. The reactants are: C([O:4][CH:5]([CH2:17][CH2:18][S:19]([CH3:21])=[O:20])[C:6]([NH:8][CH2:9][CH2:10][CH2:11][CH2:12][CH2:13][CH2:14][CH2:15][CH3:16])=[O:7])(=O)C.[OH-].[Na+]. (9) Given the product [C:1]([C:4]1[CH:5]=[C:6]2[C:9](=[O:10])[NH:11][CH2:12][CH:13]([CH2:14][C:15]([O:17][CH2:18][CH3:19])=[O:16])[N:7]2[CH:8]=1)(=[O:3])[CH3:2], predict the reactants needed to synthesize it. The reactants are: [C:1]([C:4]1[CH:5]=[C:6]([C:9]([NH:11][CH2:12]/[CH:13]=[CH:14]/[C:15]([O:17][CH2:18][CH3:19])=[O:16])=[O:10])[NH:7][CH:8]=1)(=[O:3])[CH3:2]. (10) Given the product [NH2:22][C:21]1[C:17]([C:18]([NH2:20])=[O:19])=[N:16][N:15]([C:12]2[CH:13]=[CH:14][C:9]([Br:8])=[CH:10][C:11]=2[CH2:23][CH3:24])[C:2]=1[C:3]([O:5][CH2:6][CH3:7])=[O:4], predict the reactants needed to synthesize it. The reactants are: Br[CH2:2][C:3]([O:5][CH2:6][CH3:7])=[O:4].[Br:8][C:9]1[CH:14]=[CH:13][C:12]([NH:15]/[N:16]=[C:17](\[C:21]#[N:22])/[C:18]([NH2:20])=[O:19])=[C:11]([CH2:23][CH3:24])[CH:10]=1.C(=O)([O-])[O-].[K+].[K+].C(N(CC)CC)C.